From a dataset of Reaction yield outcomes from USPTO patents with 853,638 reactions. Predict the reaction yield, written as a fraction of the theoretical maximum amount of product (1.0 means a 100% yield; for example, 0.34 means a 34% yield). (1) The reactants are [CH3:1][N:2]([CH3:20])[CH2:3][CH2:4][CH2:5][O:6][C:7]1[CH:12]=[CH:11][C:10]([NH2:13])=[CH:9][C:8]=1[C:14]1[N:15]([CH3:19])[N:16]=[CH:17][CH:18]=1.[F:21][C:22]1[CH:27]=[CH:26][C:25]([CH3:28])=[CH:24][C:23]=1[N:29]=[C:30]=[O:31]. The catalyst is C(Cl)Cl. The product is [CH3:20][N:2]([CH3:1])[CH2:3][CH2:4][CH2:5][O:6][C:7]1[CH:12]=[CH:11][C:10]([NH:13][C:30]([NH:29][C:23]2[CH:24]=[C:25]([CH3:28])[CH:26]=[CH:27][C:22]=2[F:21])=[O:31])=[CH:9][C:8]=1[C:14]1[N:15]([CH3:19])[N:16]=[CH:17][CH:18]=1. The yield is 0.780. (2) The reactants are [Cl:1][C:2]1[N:7]=[N:6][C:5]([NH2:8])=[CH:4][CH:3]=1.Cl[CH:10]([C:16](=O)[CH3:17])[C:11]([O:13][CH2:14][CH3:15])=[O:12]. The catalyst is CCO. The product is [Cl:1][C:2]1[CH:3]=[CH:4][C:5]2[N:6]([C:10]([C:11]([O:13][CH2:14][CH3:15])=[O:12])=[C:16]([CH3:17])[N:8]=2)[N:7]=1. The yield is 0.260.